This data is from Peptide-MHC class II binding affinity with 134,281 pairs from IEDB. The task is: Regression. Given a peptide amino acid sequence and an MHC pseudo amino acid sequence, predict their binding affinity value. This is MHC class II binding data. (1) The peptide sequence is VLEWRFDSRLAFHHV. The MHC is DRB1_1201 with pseudo-sequence DRB1_1201. The binding affinity (normalized) is 0.341. (2) The peptide sequence is ASTNDDEVLIEVNPP. The MHC is DRB1_0901 with pseudo-sequence DRB1_0901. The binding affinity (normalized) is 0.176. (3) The peptide sequence is LVSQALNSVANRS. The MHC is HLA-DPA10301-DPB10402 with pseudo-sequence HLA-DPA10301-DPB10402. The binding affinity (normalized) is 0.550. (4) The peptide sequence is APEDKYEAFVLHFSE. The MHC is HLA-DPA10103-DPB10401 with pseudo-sequence HLA-DPA10103-DPB10401. The binding affinity (normalized) is 0.350.